This data is from Reaction yield outcomes from USPTO patents with 853,638 reactions. The task is: Predict the reaction yield, written as a fraction of the theoretical maximum amount of product (1.0 means a 100% yield; for example, 0.34 means a 34% yield). (1) The reactants are [F:1][C:2]([F:11])([F:10])[C:3]1[CH:4]=[C:5](Br)[CH:6]=[CH:7][CH:8]=1.[OH:12][CH:13]1[CH2:17][CH2:16][NH:15][CH2:14]1. No catalyst specified. The product is [F:1][C:2]([F:11])([F:10])[C:3]1[CH:4]=[C:5]([N:15]2[CH2:16][CH2:17][CH:13]([OH:12])[CH2:14]2)[CH:6]=[CH:7][CH:8]=1. The yield is 0.540. (2) The reactants are [Br:1][C:2]1[CH:3]=[C:4]([CH2:8]O)[CH:5]=[N:6][CH:7]=1.[C:10]1(=[O:20])[NH:14][C:13](=[O:15])[C:12]2=[CH:16][CH:17]=[CH:18][CH:19]=[C:11]12.C1C=CC(P(C2C=CC=CC=2)C2C=CC=CC=2)=CC=1.CCOC(/N=N/C(OCC)=O)=O. The catalyst is C1COCC1. The product is [Br:1][C:2]1[CH:3]=[C:4]([CH2:8][N:14]2[C:10](=[O:20])[C:11]3[C:12](=[CH:16][CH:17]=[CH:18][CH:19]=3)[C:13]2=[O:15])[CH:5]=[N:6][CH:7]=1. The yield is 0.823.